This data is from Reaction yield outcomes from USPTO patents with 853,638 reactions. The task is: Predict the reaction yield, written as a fraction of the theoretical maximum amount of product (1.0 means a 100% yield; for example, 0.34 means a 34% yield). (1) The reactants are [OH-].[Li+].C([O:5][C:6]([C:8]1[NH:9][C:10]([CH:14]=[O:15])=[CH:11][C:12]=1[CH3:13])=[O:7])C. The catalyst is CO.O. The product is [CH:14]([C:10]1[NH:9][C:8]([C:6]([OH:7])=[O:5])=[C:12]([CH3:13])[CH:11]=1)=[O:15]. The yield is 0.880. (2) The reactants are [OH-].[K+].[CH3:3][C:4]1[CH:9]=[CH:8][C:7]([S:10]([NH2:13])(=[O:12])=[O:11])=[CH:6][CH:5]=1.Br[CH2:15][C:16]([CH2:21]Br)([CH2:19]Br)[CH2:17][OH:18]. The catalyst is C(O)C. The product is [C:4]1([CH3:3])[CH:5]=[CH:6][C:7]([S:10]([N:13]2[CH2:21][C:16]3([CH2:19][O:18][CH2:17]3)[CH2:15]2)(=[O:12])=[O:11])=[CH:8][CH:9]=1. The yield is 0.690. (3) The product is [CH3:9][O:8][C:6]1[CH:5]=[C:4]([OH:10])[CH:3]=[C:2]([B:11]2[O:15][C:14]([CH3:17])([CH3:16])[C:13]([CH3:19])([CH3:18])[O:12]2)[CH:7]=1. The catalyst is C1C=CC(/C=C/C(/C=C/C2C=CC=CC=2)=O)=CC=1.C1C=CC(/C=C/C(/C=C/C2C=CC=CC=2)=O)=CC=1.C1C=CC(/C=C/C(/C=C/C2C=CC=CC=2)=O)=CC=1.[Pd].[Pd].C1(P(C2CCCCC2)C2CCCCC2)CCCCC1.O. The yield is 0.880. The reactants are Cl[C:2]1[CH:3]=[C:4]([OH:10])[CH:5]=[C:6]([O:8][CH3:9])[CH:7]=1.[B:11]1([B:11]2[O:15][C:14]([CH3:17])([CH3:16])[C:13]([CH3:19])([CH3:18])[O:12]2)[O:15][C:14]([CH3:17])([CH3:16])[C:13]([CH3:19])([CH3:18])[O:12]1.C([O-])(=O)C.[K+].COCCOC.